This data is from Forward reaction prediction with 1.9M reactions from USPTO patents (1976-2016). The task is: Predict the product of the given reaction. (1) Given the reactants C([O:3][C:4](=O)/[CH:5]=[C:6](/[C:8]1[CH:13]=[CH:12][C:11]([C:14]([C:19]2[CH:24]=[CH:23][C:22]([O:25][C:26](=[O:31])[C:27]([CH3:30])([CH3:29])[CH3:28])=[C:21]([CH3:32])[CH:20]=2)([CH2:17][CH3:18])[CH2:15][CH3:16])=[CH:10][C:9]=1[CH3:33])\[CH3:7])C.[CH3:35][CH2:36][Mg+].[Br-].[NH4+].[Cl-].[CH2:41]1COC[CH2:42]1, predict the reaction product. The product is: [CH2:15]([C:14]([C:19]1[CH:24]=[CH:23][C:22]([O:25][C:26](=[O:31])[C:27]([CH3:30])([CH3:28])[CH3:29])=[C:21]([CH3:32])[CH:20]=1)([C:11]1[CH:12]=[CH:13][C:8](/[C:6](/[CH3:7])=[CH:5]/[C:4]([CH2:35][CH3:36])([OH:3])[CH2:41][CH3:42])=[C:9]([CH3:33])[CH:10]=1)[CH2:17][CH3:18])[CH3:16]. (2) Given the reactants Cl[CH2:2][C:3]1[CH:8]=[CH:7][CH:6]=[C:5]([S:9][CH:10]([CH3:12])[CH3:11])[N:4]=1.C([O:15][C:16](=[O:27])[CH2:17][CH2:18][C:19]1[CH:24]=[CH:23][C:22]([OH:25])=[C:21]([Cl:26])[CH:20]=1)C, predict the reaction product. The product is: [Cl:26][C:21]1[CH:20]=[C:19]([CH2:18][CH2:17][C:16]([OH:27])=[O:15])[CH:24]=[CH:23][C:22]=1[O:25][CH2:2][C:3]1[CH:8]=[CH:7][CH:6]=[C:5]([S:9][CH:10]([CH3:12])[CH3:11])[N:4]=1.